The task is: Predict the reactants needed to synthesize the given product.. This data is from Full USPTO retrosynthesis dataset with 1.9M reactions from patents (1976-2016). (1) Given the product [C:36]([O:26][C@H:24]([CH3:25])[CH2:23][CH2:22][CH2:21][CH2:20][N:15]1[C:16](=[O:19])[C:17]2[NH:18][C:10]([CH2:9][O:8][CH2:1][C:2]3[CH:7]=[CH:6][CH:5]=[CH:4][CH:3]=3)=[N:11][C:12]=2[N:13]([CH3:28])[C:14]1=[O:27])(=[O:38])[CH3:37], predict the reactants needed to synthesize it. The reactants are: [CH2:1]([O:8][CH2:9][C:10]1[NH:18][C:17]2[C:16](=[O:19])[N:15]([CH2:20][CH2:21][CH2:22][CH2:23][C@H:24]([OH:26])[CH3:25])[C:14](=[O:27])[N:13]([CH3:28])[C:12]=2[N:11]=1)[C:2]1[CH:7]=[CH:6][CH:5]=[CH:4][CH:3]=1.C(N(CC)CC)C.[C:36](OC(=O)C)(=[O:38])[CH3:37]. (2) Given the product [Cl:11][C:12]1[CH:13]=[CH:14][C:15]([C:18]2[N:22]([C:23]3[CH:28]=[CH:27][CH:26]=[CH:25][C:24]=3[Cl:29])[N:21]=[C:20]([CH:30]=[O:31])[C:19]=2[CH3:32])=[CH:16][CH:17]=1, predict the reactants needed to synthesize it. The reactants are: C(Cl)(=O)C(Cl)=O.CS(C)=O.[Cl:11][C:12]1[CH:17]=[CH:16][C:15]([C:18]2[N:22]([C:23]3[CH:28]=[CH:27][CH:26]=[CH:25][C:24]=3[Cl:29])[N:21]=[C:20]([CH2:30][OH:31])[C:19]=2[CH3:32])=[CH:14][CH:13]=1.C(N(CC)CC)C. (3) Given the product [Br:14][C:15]1[CH:20]=[N:19][C:1](=[O:4])[N:17]([CH3:18])[CH:16]=1, predict the reactants needed to synthesize it. The reactants are: [C:1](=[O:4])([O-])[O-].[K+].[K+].CI.CS(C)=O.Br.[Br:14][C:15]1[CH:16]=[N:17][C:18](O)=[N:19][CH:20]=1. (4) Given the product [CH3:1][N:2]([CH2:4][C:5]1[C:13]2[O:12][N:11]=[C:10]([CH2:14][CH2:15][CH:16]3[CH2:21][CH2:20][N:19]([CH2:28][CH:29]4[O:34][CH2:33][CH2:32][CH2:31][O:30]4)[CH2:18][CH2:17]3)[C:9]=2[CH:8]=[CH:7][C:6]=1[O:22][CH2:23][CH:24]1[CH2:25][CH2:26]1)[CH3:3], predict the reactants needed to synthesize it. The reactants are: [CH3:1][N:2]([CH2:4][C:5]1[C:13]2[O:12][N:11]=[C:10]([CH2:14][CH2:15][CH:16]3[CH2:21][CH2:20][NH:19][CH2:18][CH2:17]3)[C:9]=2[CH:8]=[CH:7][C:6]=1[O:22][CH2:23][CH:24]1[CH2:26][CH2:25]1)[CH3:3].I[CH2:28][CH:29]1[O:34][CH2:33][CH2:32][CH2:31][O:30]1.C(N(CC)C(C)C)(C)C.O. (5) Given the product [C:26]([O:25][C:23](=[O:24])[NH:17][CH:18]([C:20](=[O:21])[NH:16][C:11]1[C:10]([NH:9][C:4]2[CH:5]=[C:6]([F:8])[CH:7]=[C:2]([F:1])[CH:3]=2)=[CH:15][CH:14]=[CH:13][N:12]=1)[CH3:19])([CH3:27])([CH3:28])[CH3:29], predict the reactants needed to synthesize it. The reactants are: [F:1][C:2]1[CH:3]=[C:4]([NH:9][C:10]2[C:11]([NH2:16])=[N:12][CH:13]=[CH:14][CH:15]=2)[CH:5]=[C:6]([F:8])[CH:7]=1.[NH:17]([C:23]([O:25][C:26]([CH3:29])([CH3:28])[CH3:27])=[O:24])[C@H:18]([C:20](O)=[O:21])[CH3:19].CN(C(ON1N=NC2C=CC=NC1=2)=[N+](C)C)C.F[P-](F)(F)(F)(F)F.CCN(C(C)C)C(C)C. (6) Given the product [Br:13][C:11]1[CH:12]=[C:7]([CH2:6][C:5]([OH:30])=[O:4])[CH:8]=[C:9]([Br:29])[C:10]=1[O:14][C:15]1[CH:20]=[C:19]([CH:21]([CH3:22])[CH3:23])[C:18]([O:24][CH3:25])=[CH:17][C:16]=1[CH:26]([OH:28])[CH3:27], predict the reactants needed to synthesize it. The reactants are: [BH4-].[Na+].C[O:4][C:5](=[O:30])[CH2:6][C:7]1[CH:12]=[C:11]([Br:13])[C:10]([O:14][C:15]2[CH:20]=[C:19]([CH:21]([CH3:23])[CH3:22])[C:18]([O:24][CH3:25])=[CH:17][C:16]=2[C:26](=[O:28])[CH3:27])=[C:9]([Br:29])[CH:8]=1.[Li+].[OH-].Cl. (7) Given the product [O:1]1[CH:5]=[CH:4][CH:3]=[C:2]1[CH2:6][N:7]1[C:15]2[C:10](=[CH:11][CH:12]=[CH:13][CH:14]=2)[C:9]([CH:16]2[CH2:21][CH2:20][N:19]([CH2:32][C:27]3[CH:28]=[CH:29][CH:30]=[CH:31][C:26]=3[C:25]([OH:34])=[O:24])[CH2:18][CH2:17]2)=[CH:8]1, predict the reactants needed to synthesize it. The reactants are: [O:1]1[CH:5]=[CH:4][CH:3]=[C:2]1[CH2:6][N:7]1[C:15]2[C:10](=[CH:11][CH:12]=[CH:13][CH:14]=2)[C:9]([CH:16]2[CH2:21][CH2:20][NH:19][CH2:18][CH2:17]2)=[CH:8]1.C([O:24][C:25](=[O:34])[C:26]1[CH:31]=[CH:30][CH:29]=[CH:28][C:27]=1[CH2:32]Br)C. (8) Given the product [Br:33][C:7]1[C:2]([F:1])=[C:3]2[CH:10]=[CH:9][N:8]([Si:11]([CH:15]([CH3:17])[CH3:16])([CH:18]([CH3:20])[CH3:19])[CH:12]([CH3:13])[CH3:14])[C:4]2=[N:5][CH:6]=1, predict the reactants needed to synthesize it. The reactants are: [F:1][C:2]1[CH:7]=[CH:6][N:5]=[C:4]2[N:8]([Si:11]([CH:18]([CH3:20])[CH3:19])([CH:15]([CH3:17])[CH3:16])[CH:12]([CH3:14])[CH3:13])[CH:9]=[CH:10][C:3]=12.C([Li])(CC)C.C1CCCCC1.C(Br)(Br)(Br)[Br:33].